Predict which catalyst facilitates the given reaction. From a dataset of Catalyst prediction with 721,799 reactions and 888 catalyst types from USPTO. (1) Reactant: [Li+].C[Si]([N-][Si](C)(C)C)(C)C.[C:11]([O:15][C:16](=[O:32])[N:17]([C:30]#[CH:31])[C:18]1[CH:23]=[CH:22][C:21]([N:24]2[CH2:29][CH2:28][O:27][CH2:26][CH2:25]2)=[CH:20][CH:19]=1)([CH3:14])([CH3:13])[CH3:12].Cl[C:34]([O:36][CH3:37])=[O:35].[NH4+].[Cl-]. Product: [CH3:37][O:36][C:34](=[O:35])[C:31]#[C:30][N:17]([C:16]([O:15][C:11]([CH3:14])([CH3:13])[CH3:12])=[O:32])[C:18]1[CH:19]=[CH:20][C:21]([N:24]2[CH2:25][CH2:26][O:27][CH2:28][CH2:29]2)=[CH:22][CH:23]=1. The catalyst class is: 49. (2) Reactant: C(OC(=O)[NH:7][C:8]1[CH:13]=[C:12]([CH3:14])[C:11]([C:15]([F:18])([F:17])[F:16])=[CH:10][C:9]=1[NH:19][C:20](=[O:36])[CH2:21][C:22](=O)[C:23]1[CH:28]=[CH:27][CH:26]=[C:25]([C:29]2[CH:30]=[N:31][CH:32]=[CH:33][CH:34]=2)[CH:24]=1)(C)(C)C.C(O)(C(F)(F)F)=O. Product: [CH3:14][C:12]1[C:11]([C:15]([F:17])([F:16])[F:18])=[CH:10][C:9]2[NH:19][C:20](=[O:36])[CH2:21][C:22]([C:23]3[CH:28]=[CH:27][CH:26]=[C:25]([C:29]4[CH:30]=[N:31][CH:32]=[CH:33][CH:34]=4)[CH:24]=3)=[N:7][C:8]=2[CH:13]=1. The catalyst class is: 2. (3) Reactant: Cl.[CH3:2][O:3][C:4]1[C:5]2[N:12]=[C:11]([NH:13][C:14]([N:16]3[CH2:21][CH2:20][NH:19][CH2:18][CH2:17]3)=[O:15])[S:10][C:6]=2[N:7]=[CH:8][N:9]=1.C(N(CC)C(C)C)(C)C.C(O)(=O)C.[F:35][C:36]([F:46])([F:45])[C:37]1[CH:38]=[C:39]([CH:42]=[CH:43][CH:44]=1)[CH:40]=O.C([BH3-])#N.[Na+]. Product: [CH3:2][O:3][C:4]1[C:5]2[N:12]=[C:11]([NH:13][C:14]([N:16]3[CH2:17][CH2:18][N:19]([CH2:40][C:39]4[CH:42]=[CH:43][CH:44]=[C:37]([C:36]([F:35])([F:45])[F:46])[CH:38]=4)[CH2:20][CH2:21]3)=[O:15])[S:10][C:6]=2[N:7]=[CH:8][N:9]=1. The catalyst class is: 5. (4) Reactant: [H-].[Na+].[N+:3]([C:6]1[CH:7]=[C:8]2[NH:14][C:13](=[O:15])[O:12][C:10](=[O:11])[C:9]2=[CH:16][CH:17]=1)([O-:5])=[O:4].[CH3:18]I.Cl. Product: [CH3:18][N:14]1[C:13](=[O:15])[O:12][C:10](=[O:11])[C:9]2[CH:16]=[CH:17][C:6]([N+:3]([O-:5])=[O:4])=[CH:7][C:8]1=2. The catalyst class is: 3. (5) Reactant: [OH:1][CH2:2][CH2:3][CH2:4][CH2:5][N:6]1[CH:10]=[C:9]([C:11]([NH:13][CH2:14][C:15]2[CH:20]=[CH:19][CH:18]=[C:17]([O:21][C:22]([F:25])([F:24])[F:23])[CH:16]=2)=[O:12])[N:8]=[N:7]1.[CH3:26][S:27](Cl)(=[O:29])=[O:28].O. Product: [CH3:26][S:27]([O:1][CH2:2][CH2:3][CH2:4][CH2:5][N:6]1[CH:10]=[C:9]([C:11](=[O:12])[NH:13][CH2:14][C:15]2[CH:20]=[CH:19][CH:18]=[C:17]([O:21][C:22]([F:23])([F:24])[F:25])[CH:16]=2)[N:8]=[N:7]1)(=[O:29])=[O:28]. The catalyst class is: 2. (6) Reactant: [F:1][C:2]1[CH:7]=[CH:6][C:5]([C:8]([F:11])([F:10])[F:9])=[CH:4][C:3]=1[N:12]=[C:13]=[O:14].C(N(CC)CC)C.[NH2:22][C:23]1[CH:28]=[CH:27][C:26]([C:29]2[C:30]([C:34]([NH2:36])=[O:35])=[CH:31][NH:32][CH:33]=2)=[CH:25][CH:24]=1. Product: [F:1][C:2]1[CH:7]=[CH:6][C:5]([C:8]([F:11])([F:10])[F:9])=[CH:4][C:3]=1[NH:12][C:13](=[O:14])[NH:22][C:23]1[CH:28]=[CH:27][C:26]([C:29]2[C:30]([C:34]([NH2:36])=[O:35])=[CH:31][NH:32][CH:33]=2)=[CH:25][CH:24]=1. The catalyst class is: 217. (7) Reactant: [CH2:1]([N:3]1[C:14](=[O:15])[C:12]2[N:13]3[C:8](=[CH:9][C:10](=[O:18])[C:11]=2[O:16][CH3:17])[CH2:7][CH2:6][CH:5]3[CH:4]1[OH:19])[CH3:2].[H-].[Na+].[CH3:22]I. Product: [CH2:1]([N:3]1[C:14](=[O:15])[C:12]2[N:13]3[C:8](=[CH:9][C:10](=[O:18])[C:11]=2[O:16][CH3:17])[CH2:7][CH2:6][C@H:5]3[C@@H:4]1[O:19][CH3:22])[CH3:2].[CH2:1]([N:3]1[C:14](=[O:15])[C:12]2[N:13]3[C:8](=[CH:9][C:10](=[O:18])[C:11]=2[O:16][CH3:17])[CH2:7][CH2:6][C@@H:5]3[C@@H:4]1[O:19][CH3:22])[CH3:2]. The catalyst class is: 3.